From a dataset of Reaction yield outcomes from USPTO patents with 853,638 reactions. Predict the reaction yield, written as a fraction of the theoretical maximum amount of product (1.0 means a 100% yield; for example, 0.34 means a 34% yield). (1) The reactants are O=[C:2]([CH:8]1[CH2:12][CH2:11][CH2:10][C:9]1=O)[C:3]([O:5][CH2:6][CH3:7])=[O:4].Cl.[Br:15][C:16]1[CH:17]=[C:18]([NH:22][NH2:23])[CH:19]=[CH:20][CH:21]=1. No catalyst specified. The product is [Br:15][C:16]1[CH:17]=[C:18]([N:22]2[C:9]3[CH2:10][CH2:11][CH2:12][C:8]=3[C:2]([C:3]([O:5][CH2:6][CH3:7])=[O:4])=[N:23]2)[CH:19]=[CH:20][CH:21]=1. The yield is 0.660. (2) The reactants are [NH2:1][CH2:2][CH2:3][C:4]1[C:12]2[C:7](=[CH:8][CH:9]=[CH:10][CH:11]=2)[NH:6][CH:5]=1.C(=O)(OC(C)(C)C)OC(C)(C)C.C([O-])([O-])=O.[K+].[K+].ClC1N=C2N(C=1[S:40](Cl)(=[O:42])=[O:41])C=CS2.CC(C)([O-])C.[K+].C([O-])(O)=O.[Na+]. The catalyst is C1COCC1.O.CC(C)=O. The product is [S:40](=[C:10]1[CH:11]=[C:12]2[C:7](=[N:6][CH:5]=[C:4]2[CH2:3][CH2:2][NH2:1])[CH:8]=[CH:9]1)(=[O:42])=[O:41]. The yield is 0.600. (3) The reactants are Cl[C:2]1[C:18]2[C:6](=[C:7]([CH3:21])[C:8]3[NH:9][C:10]4[CH:11]=[CH:12][C:13]([O:19][CH3:20])=[CH:14][C:15]=4[C:16]=3[CH:17]=2)[CH:5]=[CH:4][N:3]=1.[NH2:22][CH:23]1[CH2:28][C:27]([CH3:30])([CH3:29])[NH:26][C:25]([CH3:32])([CH3:31])[CH2:24]1. No catalyst specified. The product is [CH3:20][O:19][C:13]1[CH:12]=[CH:11][C:10]2[NH:9][C:8]3[C:7]([CH3:21])=[C:6]4[CH:5]=[CH:4][N:3]=[C:2]([NH:22][CH:23]5[CH2:24][C:25]([CH3:32])([CH3:31])[NH:26][C:27]([CH3:30])([CH3:29])[CH2:28]5)[C:18]4=[CH:17][C:16]=3[C:15]=2[CH:14]=1. The yield is 0.710. (4) The reactants are C(OC([N:8]1[CH2:13][CH2:12][N:11]([S:14]([CH3:17])(=[O:16])=[O:15])[C:10]([CH3:19])([CH3:18])[CH2:9]1)=O)(C)(C)C.[ClH:20]. The catalyst is ClCCl.C(OCC)C. The product is [ClH:20].[CH3:17][S:14]([N:11]1[CH2:12][CH2:13][NH:8][CH2:9][C:10]1([CH3:19])[CH3:18])(=[O:15])=[O:16]. The yield is 0.750. (5) The reactants are [F:1][C:2]1[CH:7]=[CH:6][C:5]([CH2:8][CH2:9][N:10]([CH2:17][CH:18]2[CH2:22][CH2:21][O:20][CH2:19]2)[CH2:11][C:12]([N:14]([CH3:16])[CH3:15])=[O:13])=[CH:4][C:3]=1[O:23][CH2:24][C:25]([F:28])([F:27])[F:26].[Cl:29][CH2:30][C:31](N1CCCC1)=O.ClCC(N(C)C)=O. No catalyst specified. The product is [ClH:29].[F:1][C:2]1[CH:7]=[CH:6][C:5]([CH2:8][CH2:9][N:10]([CH2:17][CH:18]2[CH2:22][CH2:21][O:20][CH2:19]2)[CH2:11][C:12]([N:14]2[CH2:15][CH2:31][CH2:30][CH2:16]2)=[O:13])=[CH:4][C:3]=1[O:23][CH2:24][C:25]([F:26])([F:27])[F:28]. The yield is 0.740. (6) The reactants are [CH2:1]([P:3]([CH:10]=[CH:11][CH3:12])(=[O:9])[O:4][CH2:5][CH2:6]CC)[CH3:2].C(O)C[OH:15]. The catalyst is C(O)(C([O-])=O)=O.C(O)(C([O-])=O)=O.O.O=[Ti].[K+].[K+]. The product is [CH2:1]([P:3]([CH:10]=[CH:11][CH3:12])(=[O:9])[O:4][CH2:5][CH2:6][OH:15])[CH3:2]. The yield is 0.980. (7) The reactants are OO.O[Li].O.C([C@@H]1COC(=O)N1[C:19](=[O:37])[C@@H:20]([C:30]1[CH:35]=[CH:34][C:33]([Cl:36])=[CH:32][CH:31]=1)[CH2:21][NH:22][C:23](=[O:29])[O:24][C:25]([CH3:28])([CH3:27])[CH3:26])C1C=CC=CC=1.C[O:39]C1C=C(OC)C=CC=1C=O.[O-]S([O-])=O.[Na+].[Na+]. The catalyst is C1COCC1.O. The product is [C:25]([O:24][C:23]([NH:22][CH2:21][C@H:20]([C:30]1[CH:31]=[CH:32][C:33]([Cl:36])=[CH:34][CH:35]=1)[C:19]([OH:37])=[O:39])=[O:29])([CH3:26])([CH3:27])[CH3:28]. The yield is 0.942. (8) The reactants are Cl[CH2:2][CH2:3][CH2:4][CH2:5][C:6]1([C:10]([O:12][CH2:13][CH3:14])=[O:11])[CH2:9][CH2:8][CH2:7]1.[Na+].[I-:16]. The catalyst is CC(=O)CC.CCOCC. The product is [I:16][CH2:2][CH2:3][CH2:4][CH2:5][C:6]1([C:10]([O:12][CH2:13][CH3:14])=[O:11])[CH2:9][CH2:8][CH2:7]1. The yield is 0.990. (9) The reactants are Br[CH2:2][CH:3]([CH3:5])[CH3:4].[Br:6][C:7]1[CH:12]=[CH:11][C:10]([C@H:13]([NH:15][S:16]([CH2:19][C:20]2[CH:25]=[CH:24][CH:23]=[CH:22][CH:21]=2)(=[O:18])=[O:17])[CH3:14])=[CH:9][CH:8]=1.C([O-])([O-])=O.[Cs+].[Cs+]. The catalyst is CN(C=O)C. The product is [Br:6][C:7]1[CH:12]=[CH:11][C:10]([C@H:13]([N:15]([CH2:2][CH:3]([CH3:5])[CH3:4])[S:16]([CH2:19][C:20]2[CH:21]=[CH:22][CH:23]=[CH:24][CH:25]=2)(=[O:18])=[O:17])[CH3:14])=[CH:9][CH:8]=1. The yield is 0.720. (10) The reactants are Cl[C:2]1[CH:11]=[C:10](Cl)[CH:9]=[CH:8][C:3]=1[C:4]([O:6][CH3:7])=[O:5].CN1CC[CH2:16][C:15]1=O.[CH2:20]([Mg]Br)[CH3:21]. The catalyst is O1CCCC1. The product is [CH2:15]([C:2]1[CH:11]=[C:10]([CH2:20][CH3:21])[CH:9]=[CH:8][C:3]=1[C:4]([O:6][CH3:7])=[O:5])[CH3:16]. The yield is 0.320.